The task is: Predict the reactants needed to synthesize the given product.. This data is from Full USPTO retrosynthesis dataset with 1.9M reactions from patents (1976-2016). (1) Given the product [F:12][CH2:11][O:10][C:21]1[N:22]=[CH:23][C:24]([C:27]([O:29][CH3:30])=[O:28])=[N:25][CH:26]=1, predict the reactants needed to synthesize it. The reactants are: C1(C)C=CC(S([O:10][CH2:11][F:12])(=O)=O)=CC=1.C(=O)([O-])[O-].[Cs+].[Cs+].O[C:21]1[N:22]=[CH:23][C:24]([C:27]([O:29][CH3:30])=[O:28])=[N:25][CH:26]=1.O. (2) Given the product [C:30]([NH:34][CH2:35][CH2:36][N:19]1[C:18](=[O:23])/[C:17](=[CH:16]/[C:12]2[CH:11]=[C:10]3[C:15](=[CH:14][CH:13]=2)[N:7]([CH2:6][C:5]2[CH:24]=[CH:25][C:2]([Cl:1])=[CH:3][C:4]=2[C:26]([F:27])([F:29])[F:28])[N:8]=[CH:9]3)/[S:21][C:20]1=[O:22])([CH3:33])([CH3:32])[CH3:31], predict the reactants needed to synthesize it. The reactants are: [Cl:1][C:2]1[CH:25]=[CH:24][C:5]([CH2:6][N:7]2[C:15]3[C:10](=[CH:11][C:12](/[CH:16]=[C:17]4/[C:18](=[O:23])[NH:19][C:20](=[O:22])[S:21]/4)=[CH:13][CH:14]=3)[CH:9]=[N:8]2)=[C:4]([C:26]([F:29])([F:28])[F:27])[CH:3]=1.[C:30]([NH:34][CH2:35][CH2:36]O)([CH3:33])([CH3:32])[CH3:31].